Regression. Given a peptide amino acid sequence and an MHC pseudo amino acid sequence, predict their binding affinity value. This is MHC class II binding data. From a dataset of Peptide-MHC class II binding affinity with 134,281 pairs from IEDB. (1) The peptide sequence is GELQIVDKIQAAFKI. The MHC is DRB1_1501 with pseudo-sequence DRB1_1501. The binding affinity (normalized) is 0.594. (2) The peptide sequence is AWHAAGTYRIHDGRG. The MHC is DRB1_1101 with pseudo-sequence DRB1_1101. The binding affinity (normalized) is 0.438.